From a dataset of Full USPTO retrosynthesis dataset with 1.9M reactions from patents (1976-2016). Predict the reactants needed to synthesize the given product. (1) Given the product [CH3:13][O:14][C:15]1[CH:16]=[C:17]([NH:21][C:4](=[O:6])[CH2:3][C:2](=[O:1])[C:8]2[S:9][CH:10]=[CH:11][N:12]=2)[CH:18]=[CH:19][CH:20]=1, predict the reactants needed to synthesize it. The reactants are: [O:1]=[C:2]([C:8]1[S:9][CH:10]=[CH:11][N:12]=1)[CH2:3][C:4]([O:6]C)=O.[CH3:13][O:14][C:15]1[CH:20]=[CH:19][CH:18]=[C:17]([NH2:21])[CH:16]=1. (2) Given the product [F:1][C:2]1[C:10]2[C:9]([CH3:11])([CH3:12])[O:8][B:7]([OH:13])[C:6]=2[CH:5]=[CH:4][C:3]=1[CH:14]=[O:22], predict the reactants needed to synthesize it. The reactants are: [F:1][C:2]1[C:10]2[C:9]([CH3:12])([CH3:11])[O:8][B:7]([OH:13])[C:6]=2[CH:5]=[CH:4][C:3]=1[CH3:14].C(OOC(=O)C1C=CC=CC=1)(=[O:22])C1C=CC=CC=1.C1C(=O)N(Br)C(=O)C1.C([O-])([O-])=O.[Na+].[Na+].Cl. (3) Given the product [NH:3]1[CH2:4][CH2:5][CH2:6][CH2:7][CH2:2]1.[NH:3]1[CH2:11][CH2:15][O:14][CH2:13][CH2:12]1, predict the reactants needed to synthesize it. The reactants are: Cl[C:2]1[CH:7]=[CH:6][C:5]([N+]([O-])=O)=[CH:4][N:3]=1.[CH2:11]1[CH2:15][O:14][CH2:13][CH2:12]1. (4) Given the product [CH3:29][O:28][C:17](=[O:27])[C:18]1[CH:26]=[CH:25][C:21]([C:22]2[O:14][C:13]([C:3]3[C:4]([C:7]4[CH:12]=[CH:11][CH:10]=[CH:9][CH:8]=4)=[N:5][O:6][C:2]=3[CH3:1])=[N:15][N:16]=2)=[CH:20][CH:19]=1, predict the reactants needed to synthesize it. The reactants are: [CH3:1][C:2]1[O:6][N:5]=[C:4]([C:7]2[CH:12]=[CH:11][CH:10]=[CH:9][CH:8]=2)[C:3]=1[C:13]([NH:15][NH2:16])=[O:14].[C:17]([O:28][CH3:29])(=[O:27])[C:18]1[CH:26]=[CH:25][C:21]([C:22]([O-])=O)=[CH:20][CH:19]=1. (5) Given the product [CH3:52][N:53]([CH3:57])[CH2:54][CH2:55][NH:56][C:2]([C@:4]12[CH2:39][CH2:38][C@@H:37]([CH:40]([CH3:42])[CH3:41])[C@@H:5]1[C@@H:6]1[C@@:19]([CH3:22])([CH2:20][CH2:21]2)[C@@:18]2([CH3:23])[C@@H:9]([C@:10]3([CH3:36])[C@@H:15]([CH2:16][CH2:17]2)[C:14]([CH3:25])([CH3:24])[C@@H:13]([C:26]2[CH:35]=[CH:34][C:29]([C:30]([O:32][CH3:33])=[O:31])=[CH:28][CH:27]=2)[CH2:12][CH2:11]3)[CH2:8][CH2:7]1)=[O:3], predict the reactants needed to synthesize it. The reactants are: Cl[C:2]([C@:4]12[CH2:39][CH2:38][C@@H:37]([C:40]([CH3:42])=[CH2:41])[C@@H:5]1[C@@H:6]1[C@@:19]([CH3:22])([CH2:20][CH2:21]2)[C@@:18]2([CH3:23])[C@@H:9]([C@:10]3([CH3:36])[C@@H:15]([CH2:16][CH2:17]2)[C:14]([CH3:25])([CH3:24])[C:13]([C:26]2[CH:35]=[CH:34][C:29]([C:30]([O:32][CH3:33])=[O:31])=[CH:28][CH:27]=2)=[CH:12][CH2:11]3)[CH2:8][CH2:7]1)=[O:3].CCN(C(C)C)C(C)C.[CH3:52][N:53]([CH3:57])[CH2:54][CH2:55][NH2:56].